Dataset: Forward reaction prediction with 1.9M reactions from USPTO patents (1976-2016). Task: Predict the product of the given reaction. (1) Given the reactants [Cl-].O[NH3+:3].[C:4](=[O:7])([O-])[OH:5].[Na+].CS(C)=O.[CH3:13][C:14]1[N:15]([C:39]2[CH:44]=[CH:43][C:42]([O:45][CH2:46][CH2:47][CH3:48])=[CH:41][CH:40]=2)[C:16](=[O:38])[C:17]([CH2:23][C:24]2[CH:29]=[CH:28][C:27]([C:30]3[C:31]([C:36]#[N:37])=[CH:32][CH:33]=[CH:34][CH:35]=3)=[CH:26][CH:25]=2)=[C:18]([CH2:20][CH2:21][CH3:22])[N:19]=1, predict the reaction product. The product is: [CH3:13][C:14]1[N:15]([C:39]2[CH:44]=[CH:43][C:42]([O:45][CH2:46][CH2:47][CH3:48])=[CH:41][CH:40]=2)[C:16](=[O:38])[C:17]([CH2:23][C:24]2[CH:25]=[CH:26][C:27]([C:30]3[CH:35]=[CH:34][CH:33]=[CH:32][C:31]=3[C:36]3[NH:3][C:4](=[O:7])[O:5][N:37]=3)=[CH:28][CH:29]=2)=[C:18]([CH2:20][CH2:21][CH3:22])[N:19]=1. (2) Given the reactants [Cl:1][C:2]1[CH:7]=[CH:6][C:5]([C:8]2[CH:9]=[C:10]3[C:15](=[N:16][C:17]=2[C:18]2[CH:23]=[CH:22][C:21]([Cl:24])=[CH:20][C:19]=2[Cl:25])[N:14]([CH2:26][CH:27]([CH3:29])[CH3:28])[C:13](=[O:30])[C:12]([CH3:31])=[C:11]3[NH:32][C:33](=[O:35])[CH3:34])=[CH:4][CH:3]=1.I[CH3:37], predict the reaction product. The product is: [Cl:1][C:2]1[CH:7]=[CH:6][C:5]([C:8]2[CH:9]=[C:10]3[C:15](=[N:16][C:17]=2[C:18]2[CH:23]=[CH:22][C:21]([Cl:24])=[CH:20][C:19]=2[Cl:25])[N:14]([CH2:26][CH:27]([CH3:28])[CH3:29])[C:13](=[O:30])[C:12]([CH3:31])=[C:11]3[N:32]([CH3:37])[C:33](=[O:35])[CH3:34])=[CH:4][CH:3]=1.